This data is from NCI-60 drug combinations with 297,098 pairs across 59 cell lines. The task is: Regression. Given two drug SMILES strings and cell line genomic features, predict the synergy score measuring deviation from expected non-interaction effect. (1) Drug 1: CN1CCC(CC1)COC2=C(C=C3C(=C2)N=CN=C3NC4=C(C=C(C=C4)Br)F)OC. Drug 2: COC1=NC(=NC2=C1N=CN2C3C(C(C(O3)CO)O)O)N. Cell line: NCI-H322M. Synergy scores: CSS=17.8, Synergy_ZIP=-0.157, Synergy_Bliss=-2.54, Synergy_Loewe=-41.9, Synergy_HSA=-4.19. (2) Drug 1: CC(CN1CC(=O)NC(=O)C1)N2CC(=O)NC(=O)C2. Drug 2: CC1=C(N=C(N=C1N)C(CC(=O)N)NCC(C(=O)N)N)C(=O)NC(C(C2=CN=CN2)OC3C(C(C(C(O3)CO)O)O)OC4C(C(C(C(O4)CO)O)OC(=O)N)O)C(=O)NC(C)C(C(C)C(=O)NC(C(C)O)C(=O)NCCC5=NC(=CS5)C6=NC(=CS6)C(=O)NCCC[S+](C)C)O. Cell line: RPMI-8226. Synergy scores: CSS=35.1, Synergy_ZIP=2.14, Synergy_Bliss=1.57, Synergy_Loewe=-1.33, Synergy_HSA=-1.25. (3) Drug 1: CN1CCC(CC1)COC2=C(C=C3C(=C2)N=CN=C3NC4=C(C=C(C=C4)Br)F)OC. Drug 2: CC1=C(C=C(C=C1)NC(=O)C2=CC=C(C=C2)CN3CCN(CC3)C)NC4=NC=CC(=N4)C5=CN=CC=C5. Cell line: K-562. Synergy scores: CSS=82.2, Synergy_ZIP=6.66, Synergy_Bliss=6.98, Synergy_Loewe=2.95, Synergy_HSA=8.70. (4) Drug 1: COC1=C(C=C2C(=C1)N=CN=C2NC3=CC(=C(C=C3)F)Cl)OCCCN4CCOCC4. Drug 2: CCN(CC)CCCC(C)NC1=C2C=C(C=CC2=NC3=C1C=CC(=C3)Cl)OC. Cell line: SF-539. Synergy scores: CSS=42.8, Synergy_ZIP=5.20, Synergy_Bliss=9.84, Synergy_Loewe=10.1, Synergy_HSA=10.1. (5) Drug 1: C1CCN(CC1)CCOC2=CC=C(C=C2)C(=O)C3=C(SC4=C3C=CC(=C4)O)C5=CC=C(C=C5)O. Drug 2: C1=CC(=CC=C1CC(C(=O)O)N)N(CCCl)CCCl.Cl. Cell line: CAKI-1. Synergy scores: CSS=41.6, Synergy_ZIP=-1.23, Synergy_Bliss=0.701, Synergy_Loewe=1.35, Synergy_HSA=2.11. (6) Drug 1: CC12CCC3C(C1CCC2=O)CC(=C)C4=CC(=O)C=CC34C. Drug 2: CC1CCC2CC(C(=CC=CC=CC(CC(C(=O)C(C(C(=CC(C(=O)CC(OC(=O)C3CCCCN3C(=O)C(=O)C1(O2)O)C(C)CC4CCC(C(C4)OC)OCCO)C)C)O)OC)C)C)C)OC. Cell line: NCI-H460. Synergy scores: CSS=23.4, Synergy_ZIP=-4.99, Synergy_Bliss=-10.7, Synergy_Loewe=-3.09, Synergy_HSA=-8.50. (7) Drug 1: CN1CCC(CC1)COC2=C(C=C3C(=C2)N=CN=C3NC4=C(C=C(C=C4)Br)F)OC. Drug 2: C1=NC2=C(N1)C(=S)N=C(N2)N. Cell line: SK-OV-3. Synergy scores: CSS=51.9, Synergy_ZIP=-3.35, Synergy_Bliss=3.81, Synergy_Loewe=3.73, Synergy_HSA=6.94. (8) Drug 1: C1=CC(=CC=C1CCCC(=O)O)N(CCCl)CCCl. Drug 2: CN(CCCl)CCCl.Cl. Cell line: SN12C. Synergy scores: CSS=24.6, Synergy_ZIP=-13.2, Synergy_Bliss=-5.25, Synergy_Loewe=-6.48, Synergy_HSA=-2.90.